This data is from Forward reaction prediction with 1.9M reactions from USPTO patents (1976-2016). The task is: Predict the product of the given reaction. Given the reactants [CH3:1][CH2:2][O:3][C:4]([C:6]1[CH:11]([C:12]2[CH:13]=[CH:14][CH:15]=[CH:16][C:17]=2[Cl:18])[C:10]([C:19]([O:21][CH3:22])=[O:20])=[C:9]([CH3:23])[NH:8][C:7]=1[CH2:24][O:25][CH2:26][CH2:27][NH2:28])=[O:5].C1C=CC(S(O)(=O)=O)=CC=1.CC(C1N(CC[C@@H](O)C[C@@H](O)CC([O-])=O)C(C2C=CC(F)=CC=2)=C(C2C=CC=CC=2)C=1C(NC1C=CC=CC=1)=O)C.CC(C1N(CC[C@@H](O)C[C@@H](O)CC([O-])=O)C(C2C=CC(F)=CC=2)=C(C2C=CC=CC=2)C=1C(NC1C=CC=CC=1)=O)C.[Ca+2], predict the reaction product. The product is: [CH3:1][CH2:2][O:3][C:4]([C:6]1[CH:11]([C:12]2[C:17]([Cl:18])=[CH:16][CH:15]=[CH:14][CH:13]=2)[C:10]([C:19]([O:21][CH3:22])=[O:20])=[C:9]([CH3:23])[NH:8][C:7]=1[CH2:24][O:25][CH2:26][CH2:27][NH2:28])=[O:5].